Dataset: Full USPTO retrosynthesis dataset with 1.9M reactions from patents (1976-2016). Task: Predict the reactants needed to synthesize the given product. Given the product [Cl:7][C:8]1[CH:9]=[C:10]([CH:13]=[CH:14][CH:15]=1)[CH2:11][N:4]1[CH:5]=[N:6][C:2]([NH2:1])=[N:3]1, predict the reactants needed to synthesize it. The reactants are: [NH2:1][C:2]1[N:6]=[CH:5][NH:4][N:3]=1.[Cl:7][C:8]1[CH:9]=[C:10]([CH:13]=[CH:14][CH:15]=1)[CH2:11]Cl.